From a dataset of Full USPTO retrosynthesis dataset with 1.9M reactions from patents (1976-2016). Predict the reactants needed to synthesize the given product. (1) Given the product [C:1]([O:5][C:6](=[O:35])[NH:7][CH:8]1[CH2:13][CH2:12][CH2:11][N:10]([C:14]2[CH:19]=[CH:18][C:17]([NH:20][C:21]3[C:30]4[C:25](=[CH:26][CH:27]=[C:28]([C:41]5[CH:40]=[C:39]([F:52])[C:38]([OH:53])=[C:37]([Cl:36])[CH:42]=5)[N:29]=4)[N:24]=[CH:23][C:22]=3[C:32](=[O:34])[CH3:33])=[CH:16][N:15]=2)[CH2:9]1)([CH3:3])([CH3:2])[CH3:4], predict the reactants needed to synthesize it. The reactants are: [C:1]([O:5][C:6](=[O:35])[NH:7][CH:8]1[CH2:13][CH2:12][CH2:11][N:10]([C:14]2[CH:19]=[CH:18][C:17]([NH:20][C:21]3[C:30]4[C:25](=[CH:26][CH:27]=[C:28](Cl)[N:29]=4)[N:24]=[CH:23][C:22]=3[C:32](=[O:34])[CH3:33])=[CH:16][N:15]=2)[CH2:9]1)([CH3:4])([CH3:3])[CH3:2].[Cl:36][C:37]1[CH:42]=[C:41](B2OC(C)(C)C(C)(C)O2)[CH:40]=[C:39]([F:52])[C:38]=1[OH:53]. (2) Given the product [F:5][C:6]1[CH:14]=[CH:13][C:9]([C:10]([O:15][CH2:2][Cl:4])=[O:11])=[CH:8][CH:7]=1, predict the reactants needed to synthesize it. The reactants are: Cl[CH:2]([Cl:4])C.[F:5][C:6]1[CH:14]=[CH:13][C:9]([C:10](Cl)=[O:11])=[CH:8][CH:7]=1.[O:15]1CCCOO1.